The task is: Predict which catalyst facilitates the given reaction.. This data is from Catalyst prediction with 721,799 reactions and 888 catalyst types from USPTO. (1) Reactant: [SH:1][CH2:2][CH2:3][C:4]([O:6][CH3:7])=[O:5].[F:8][C:9]([F:13])([F:12])[CH:10]=[CH2:11]. Product: [CH3:7][O:6][C:4](=[O:5])[CH2:3][CH2:2][S:1][CH2:11][CH2:10][C:9]([F:13])([F:12])[F:8]. The catalyst class is: 11. (2) Reactant: [CH3:1][C:2]1[C:7]([CH3:8])=[CH:6][CH:5]=[CH:4][C:3]=1[CH2:9][CH:10]1C[O:11]1.[C:13]([O-])(O)=O.[Na+]. Product: [CH3:1][C:2]1[C:7]([CH3:8])=[CH:6][CH:5]=[CH:4][C:3]=1[CH:9]([CH3:13])[CH:10]=[O:11]. The catalyst class is: 11. (3) Reactant: [Br:1][C:2]1[N:6]2[N:7]=[C:8](Cl)[CH:9]=[CH:10][C:5]2=[N:4][CH:3]=1.[NH:12]1[CH2:17][CH2:16][NH:15][CH2:14][CH2:13]1.N#N. Product: [Br:1][C:2]1[N:6]2[N:7]=[C:8]([N:12]3[CH2:17][CH2:16][NH:15][CH2:14][CH2:13]3)[CH:9]=[CH:10][C:5]2=[N:4][CH:3]=1. The catalyst class is: 5. (4) Reactant: C(OC([N:6]1[CH2:13][CH:12]2[CH:8]([CH2:9][C:10]3[C:16]([C:17]#[N:18])=[C:15]([Cl:19])[S:14][C:11]=32)[CH2:7]1)=O)C.I[Si](C)(C)C. Product: [Cl:19][C:15]1[S:14][C:11]2[CH:12]3[CH:8]([CH2:9][C:10]=2[C:16]=1[C:17]#[N:18])[CH2:7][NH:6][CH2:13]3. The catalyst class is: 2. (5) Reactant: [N:1]1([CH2:10][CH2:11][C:12]([OH:14])=O)[C:9]2[C:4](=[CH:5][CH:6]=[CH:7][CH:8]=2)[CH:3]=[N:2]1.CCN(C(C)C)C(C)C.CN(C(ON1N=NC2C=CC=CC1=2)=[N+](C)C)C.[B-](F)(F)(F)F.Cl.C([O:49][C:50](=[O:70])[CH2:51][O:52][C:53]1[CH:58]=[CH:57][C:56]([Cl:59])=[CH:55][C:54]=1[CH:60]1[C:68]2[C:63](=[CH:64][C:65]([F:69])=[CH:66][CH:67]=2)[CH2:62][NH:61]1)C. Product: [Cl:59][C:56]1[CH:57]=[CH:58][C:53]([O:52][CH2:51][C:50]([OH:70])=[O:49])=[C:54]([CH:60]2[C:68]3[C:63](=[CH:64][C:65]([F:69])=[CH:66][CH:67]=3)[CH2:62][N:61]2[C:12](=[O:14])[CH2:11][CH2:10][N:1]2[C:9]3[C:4](=[CH:5][CH:6]=[CH:7][CH:8]=3)[CH:3]=[N:2]2)[CH:55]=1. The catalyst class is: 3. (6) The catalyst class is: 469. Reactant: Br[C:2]1[CH:7]=[CH:6][CH:5]=[CH:4][N:3]=1.CCCCCC.C([Li])CCC.[CH3:19][O:20][C:21]1[CH:28]=[C:27]([N+:29]([O-:31])=[O:30])[CH:26]=[CH:25][C:22]=1[CH:23]=[O:24].O. Product: [CH3:19][O:20][C:21]1[CH:28]=[C:27]([N+:29]([O-:31])=[O:30])[CH:26]=[CH:25][C:22]=1[CH:23]([C:2]1[CH:7]=[CH:6][CH:5]=[CH:4][N:3]=1)[OH:24]. (7) Reactant: [NH2:1][C:2]1[C:10]([Cl:11])=[CH:9][C:5]([C:6]([OH:8])=[O:7])=[C:4]([O:12][CH3:13])[CH:3]=1.[CH2:14]([O:16][C:17](=[O:31])[CH2:18][CH2:19][CH2:20][CH2:21][CH2:22][N:23]1[CH2:28][CH2:27][O:26][C@H:25]([CH2:29][NH2:30])[CH2:24]1)[CH3:15].Cl.C(N=C=N[CH2:38][CH2:39][CH2:40][N:41]([CH3:43])C)C.[C:44](=O)(O)[O-].[Na+]. Product: [NH2:1][C:2]1[C:10]([Cl:11])=[CH:9][C:5]([C:6]([NH:30][CH2:29][C@@H:25]2[CH2:24][N:23]([CH2:22][CH2:21][CH2:20][CH2:19][CH2:18][C:17]([O:16][C@@H:14]3[CH:38]4[CH2:39][CH2:40][N:41]([CH2:43][CH2:44]4)[CH2:15]3)=[O:31])[CH2:28][CH2:27][O:26]2)=[O:8])=[C:4]([O:12][CH3:13])[CH:3]=1.[CH2:14]([O:16][C:17](=[O:31])[CH2:18][CH2:19][CH2:20][CH2:21][CH2:22][N:23]1[CH2:28][CH2:27][O:26][C@H:25]([CH2:29][NH:30][C:6](=[O:7])[C:5]2[CH:9]=[C:10]([Cl:11])[C:2]([NH2:1])=[CH:3][C:4]=2[O:12][CH3:13])[CH2:24]1)[CH3:15]. The catalyst class is: 4. (8) The catalyst class is: 2. Reactant: [Al+3].[Cl-].[Cl-].[Cl-].[Br:5][C:6]1[C:10]([Br:11])=[CH:9][S:8][CH:7]=1.[C:12](Cl)(=[O:19])[C:13]1[CH:18]=[CH:17][CH:16]=[CH:15][CH:14]=1. Product: [C:12]([C:7]1[S:8][CH:9]=[C:10]([Br:11])[C:6]=1[Br:5])(=[O:19])[C:13]1[CH:18]=[CH:17][CH:16]=[CH:15][CH:14]=1. (9) Reactant: C1(C)C=CC(S(Cl)(=O)=O)=CC=1.[Cl:12][C:13]1[CH:27]=[CH:26][C:16]([C:17]([NH:19][CH:20]2[CH2:25][CH2:24][O:23][CH2:22][CH2:21]2)=[O:18])=[C:15]([CH2:28][CH2:29]O)[CH:14]=1.C(N(CC)CC)C.CO. Product: [Cl:12][C:13]1[CH:14]=[C:15]2[C:16](=[CH:26][CH:27]=1)[C:17](=[O:18])[N:19]([CH:20]1[CH2:21][CH2:22][O:23][CH2:24][CH2:25]1)[CH2:29][CH2:28]2. The catalyst class is: 64.